This data is from Forward reaction prediction with 1.9M reactions from USPTO patents (1976-2016). The task is: Predict the product of the given reaction. (1) Given the reactants [CH3:1][C:2]1[C:10]2[C:9](=[O:11])[NH:8][CH:7]=[N:6][C:5]=2[S:4][C:3]=1[C:12]([O:14][CH3:15])=[O:13].F[P-](F)(F)(F)(F)F.[N:23]1(O[P+](N(C)C)(N(C)C)N(C)C)[C:27]2[CH:28]=[CH:29][CH:30]=[CH:31][C:26]=2[N:25]=[N:24]1.C1CCN2C(=NCCC2)CC1, predict the reaction product. The product is: [N:23]1([O:11][C:9]2[C:10]3[C:2]([CH3:1])=[C:3]([C:12]([O:14][CH3:15])=[O:13])[S:4][C:5]=3[N:6]=[CH:7][N:8]=2)[C:27]2[CH:28]=[CH:29][CH:30]=[CH:31][C:26]=2[N:25]=[N:24]1. (2) Given the reactants [OH:1][C:2]1[CH:7]=[CH:6][C:5]([C:8]2[CH:17]=[C:16]3[C:11]([C:12]([C:22]([O:24][CH3:25])=[O:23])=[CH:13][C:14]([C:18]([O:20][CH3:21])=[O:19])=[N:15]3)=[CH:10][CH:9]=2)=[CH:4][CH:3]=1.Cl[CH2:27][C:28]1[C:29]([C:36]2[C:41]([Cl:42])=[CH:40][CH:39]=[CH:38][C:37]=2[Cl:43])=[N:30][O:31][C:32]=1[CH:33]([CH3:35])[CH3:34].C([O-])([O-])=O.[K+].[K+].CCOC(C)=O, predict the reaction product. The product is: [Cl:42][C:41]1[CH:40]=[CH:39][CH:38]=[C:37]([Cl:43])[C:36]=1[C:29]1[C:28]([CH2:27][O:1][C:2]2[CH:3]=[CH:4][C:5]([C:8]3[CH:17]=[C:16]4[C:11]([C:12]([C:22]([O:24][CH3:25])=[O:23])=[CH:13][C:14]([C:18]([O:20][CH3:21])=[O:19])=[N:15]4)=[CH:10][CH:9]=3)=[CH:6][CH:7]=2)=[C:32]([CH:33]([CH3:35])[CH3:34])[O:31][N:30]=1. (3) Given the reactants [CH3:1][C:2]1([CH3:11])[CH2:7][CH2:6][C:5]([CH3:9])([CH3:8])[CH2:4][C:3]1=[O:10].[CH:12]([N-]C(C)C)([CH3:14])[CH3:13].[Li+].CN(C)P(N(C)C)(N(C)C)=O.BrCC=C, predict the reaction product. The product is: [CH2:14]([CH:4]1[C:3](=[O:10])[C:2]([CH3:11])([CH3:1])[CH2:7][CH2:6][C:5]1([CH3:9])[CH3:8])[CH:12]=[CH2:13]. (4) The product is: [Cl:27][C:20]1[CH:21]=[CH:22][CH:23]=[C:24]2[C:19]=1[C:13]1([CH2:18][CH2:17][O:16][CH2:15][CH2:14]1)[C:12]([OH:28])=[C:11]([C:9]([NH:8][CH2:7][C:6]([OH:29])=[O:5])=[O:10])[C:25]2=[O:26]. Given the reactants C([O:5][C:6](=[O:29])[CH2:7][NH:8][C:9]([C:11]1[C:25](=[O:26])[C:24]2[C:19](=[C:20]([Cl:27])[CH:21]=[CH:22][CH:23]=2)[C:13]2([CH2:18][CH2:17][O:16][CH2:15][CH2:14]2)[C:12]=1[OH:28])=[O:10])(C)(C)C, predict the reaction product. (5) Given the reactants [CH3:1][N:2]([CH2:31][CH:32]1[CH2:36][CH2:35][CH2:34][O:33]1)[S:3]([C:6]1[CH:11]=[CH:10][C:9]([C:12]2[CH:13]=[C:14]3[N:20]=[C:19]([CH2:21][CH2:22][CH:23]4[CH2:29][CH2:28][CH2:27][CH2:26][C:25](=O)[NH:24]4)[NH:18][C:15]3=[N:16][CH:17]=2)=[CH:8][CH:7]=1)(=[O:5])=[O:4].COC1C=CC(P2(SP(C3C=CC(OC)=CC=3)(=S)S2)=[S:46])=CC=1, predict the reaction product. The product is: [CH3:1][N:2]([CH2:31][CH:32]1[CH2:36][CH2:35][CH2:34][O:33]1)[S:3]([C:6]1[CH:11]=[CH:10][C:9]([C:12]2[CH:13]=[C:14]3[N:20]=[C:19]([CH2:21][CH2:22][CH:23]4[CH2:29][CH2:28][CH2:27][CH2:26][C:25](=[S:46])[NH:24]4)[NH:18][C:15]3=[N:16][CH:17]=2)=[CH:8][CH:7]=1)(=[O:5])=[O:4]. (6) Given the reactants [CH3:1][S:2][C:3]1[N:8]=[C:7]([C:9]([OH:11])=O)[CH:6]=[CH:5][N:4]=1.Cl.[CH3:13][NH:14][O:15][CH3:16].Cl.CN(C)CCCN=C=NCC.ON1C2N=CC=CC=2N=N1.C(N(CC)CC)C, predict the reaction product. The product is: [CH3:16][O:15][N:14]([CH3:13])[C:9]([C:7]1[CH:6]=[CH:5][N:4]=[C:3]([S:2][CH3:1])[N:8]=1)=[O:11]. (7) Given the reactants C(C1C=C(C=C(OC)C=1)C([NH:8][C:9]1[C:10]([C:32]([F:35])([F:34])[F:33])=[C:11]2[C:17]([CH:18]3[CH2:23][CH2:22][N:21]([C:24](C4CCCC4)=[O:25])[CH2:20][CH2:19]3)=[CH:16][N:15]([CH3:31])[C:12]2=[N:13][CH:14]=1)=O)#N.[CH3:41][C:42]1([CH3:62])[C:46](C)(C)OB(C2CCN(C([O:43][C:42]([CH3:62])([CH3:46])[CH3:41])=O)CC=2)[O:43]1.C([O-])([O-])=[O:64].[K+].[K+].[OH2:69], predict the reaction product. The product is: [CH3:31][N:15]1[C:12]2=[N:13][CH:14]=[C:9]([N+:8]([O-:64])=[O:69])[C:10]([C:32]([F:34])([F:33])[F:35])=[C:11]2[C:17]([C:18]2[CH2:19][CH2:20][N:21]([C:24]([O:43][C:42]([CH3:62])([CH3:46])[CH3:41])=[O:25])[CH2:22][CH:23]=2)=[CH:16]1. (8) The product is: [C:1]([O:5][C:6]([C:8]1[C:16]2[CH2:15][CH2:14][N:13]([CH2:17][C:18]3[CH:19]=[CH:20][C:21]([O:24][CH3:25])=[CH:22][CH:23]=3)[CH:12]([CH2:26][NH2:27])[C:11]=2[S:10][C:9]=1[NH2:38])=[O:7])([CH3:4])([CH3:2])[CH3:3]. Given the reactants [C:1]([O:5][C:6]([C:8]1[C:16]2[CH2:15][CH2:14][N:13]([CH2:17][C:18]3[CH:23]=[CH:22][C:21]([O:24][CH3:25])=[CH:20][CH:19]=3)[CH:12]([CH2:26][N:27]3C(=O)C4C(=CC=CC=4)C3=O)[C:11]=2[S:10][C:9]=1[NH2:38])=[O:7])([CH3:4])([CH3:3])[CH3:2].NN, predict the reaction product. (9) Given the reactants C=O.Cl.CON=C[C@H:8]([F:33])[C@H:9]([O:23][CH2:24][C:25]1[CH:30]=[CH:29][C:28]([O:31][CH3:32])=[CH:27][CH:26]=1)[C@@H:10]([Br:22])[CH2:11][O:12][CH2:13][C:14]1[CH:19]=[CH:18][C:17]([O:20][CH3:21])=[CH:16][CH:15]=1.[C:34](=O)([O-])[OH:35].[Na+], predict the reaction product. The product is: [Br:22][C@@H:10]([CH2:11][O:12][CH2:13][C:14]1[CH:15]=[CH:16][C:17]([O:20][CH3:21])=[CH:18][CH:19]=1)[C@@H:9]([O:23][CH2:24][C:25]1[CH:30]=[CH:29][C:28]([O:31][CH3:32])=[CH:27][CH:26]=1)[C@H:8]([F:33])[CH:34]=[O:35]. (10) The product is: [CH:23]1[C:32]2[C:27](=[CH:28][CH:29]=[CH:30][CH:31]=2)[CH:26]=[CH:25][C:24]=1[C:33]1[C:46]2[C:41](=[CH:42][CH:43]=[CH:44][CH:45]=2)[C:40]([C:2]2[CH:7]=[CH:6][C:5]([C:8]3[N:12]([C:13]4[CH:14]=[CH:15][CH:16]=[CH:17][CH:18]=4)[C:11]4[CH:19]=[CH:20][CH:21]=[CH:22][C:10]=4[N:9]=3)=[CH:4][CH:3]=2)=[C:39]2[C:34]=1[CH:35]=[CH:36][CH:37]=[CH:38]2. Given the reactants Br[C:2]1[CH:7]=[CH:6][C:5]([C:8]2[N:12]([C:13]3[CH:18]=[CH:17][CH:16]=[CH:15][CH:14]=3)[C:11]3[CH:19]=[CH:20][CH:21]=[CH:22][C:10]=3[N:9]=2)=[CH:4][CH:3]=1.[CH:23]1[C:32]2[C:27](=[CH:28][CH:29]=[CH:30][CH:31]=2)[CH:26]=[CH:25][C:24]=1[C:33]1[C:46]2[C:41](=[CH:42][CH:43]=[CH:44][CH:45]=2)[C:40](B(O)O)=[C:39]2[C:34]=1[CH:35]=[CH:36][CH:37]=[CH:38]2.C(=O)([O-])[O-].[Na+].[Na+], predict the reaction product.